This data is from Reaction yield outcomes from USPTO patents with 853,638 reactions. The task is: Predict the reaction yield, written as a fraction of the theoretical maximum amount of product (1.0 means a 100% yield; for example, 0.34 means a 34% yield). (1) The reactants are N1(C(=S)NC2[S:9][C:10]3[CH:16]=[C:15]([NH:17][C:18](=[O:20])[CH3:19])[CH:14]=[CH:13][C:11]=3[N:12]=2)C=CN=C1.[CH2:22]([N:24]([CH2:27][CH3:28])[CH2:25][CH3:26])[CH3:23].[CH:29]([N:32]=C=NC(C)C)(C)C.[CH:38](Cl)(Cl)Cl.C[N:43]([CH3:46])[CH:44]=[O:45]. The catalyst is O. The product is [N:24]12[CH2:27][CH2:28][CH:38]([CH2:26][CH2:25]1)[C@@:23]1([O:45][C:44]([NH:43][C:46]3[S:9][C:10]4[CH:16]=[C:15]([NH:17][C:18](=[O:20])[CH3:19])[CH:14]=[CH:13][C:11]=4[N:12]=3)=[N:32][CH2:29]1)[CH2:22]2. The yield is 0.412. (2) The reactants are [C:1](Cl)(=O)[C:2](Cl)=O.S1[CH:11]=[CH:10][N:9]=[CH:8]1.CN(C=O)C.[CH2:17]1[CH2:21]O[CH2:19][CH2:18]1. No catalyst specified. The product is [N:9]1[C:10]2[C:11](=[CH:19][CH:18]=[CH:17][CH:21]=2)[CH:2]=[CH:1][CH:8]=1. The yield is 0.700.